From a dataset of Forward reaction prediction with 1.9M reactions from USPTO patents (1976-2016). Predict the product of the given reaction. The product is: [F:1][C:2]1[C:15]([NH:16][CH2:17][C:18]2[CH:23]=[C:22]([C:24]3[CH:29]=[CH:28][CH:27]=[C:26]([F:30])[CH:25]=3)[CH:21]=[CH:20][C:19]=2[F:31])=[C:14]([F:32])[CH:13]=[CH:12][C:3]=1[O:4][CH2:5][C:6]([O:8][CH2:9][CH2:10][OH:33])=[O:7]. Given the reactants [F:1][C:2]1[C:15]([NH:16][CH2:17][C:18]2[CH:23]=[C:22]([C:24]3[CH:29]=[CH:28][CH:27]=[C:26]([F:30])[CH:25]=3)[CH:21]=[CH:20][C:19]=2[F:31])=[C:14]([F:32])[CH:13]=[CH:12][C:3]=1[O:4][CH2:5][C:6]([O:8][CH:9](C)[CH3:10])=[O:7].[OH:33]S(O)(=O)=O.O, predict the reaction product.